This data is from Catalyst prediction with 721,799 reactions and 888 catalyst types from USPTO. The task is: Predict which catalyst facilitates the given reaction. (1) Reactant: [CH3:1][S:2]([NH:5][CH2:6][C:7]1[CH:8]=[C:9]2[C:13](=[CH:14][CH:15]=1)[C:12](=[O:16])[N:11]([CH2:17][C:18]([O:20]C(C)(C)C)=[O:19])[C:10]2=[O:25])(=[O:4])=[O:3].C(O)(C(F)(F)F)=O. Product: [CH3:1][S:2]([NH:5][CH2:6][C:7]1[CH:8]=[C:9]2[C:13](=[CH:14][CH:15]=1)[C:12](=[O:16])[N:11]([CH2:17][C:18]([OH:20])=[O:19])[C:10]2=[O:25])(=[O:3])=[O:4]. The catalyst class is: 2. (2) Reactant: [F:1][CH2:2][C@@H:3]1[CH2:7][N:6]([C@@H:8]([C:10]2[CH:15]=[CH:14][CH:13]=[CH:12][CH:11]=2)[CH3:9])[C:5](=[O:16])[CH2:4]1.Cl[C:18]([O:20][CH2:21][CH3:22])=[O:19].C[Si]([N-][Si](C)(C)C)(C)C.[Li+].[Cl-].[NH4+]. Product: [CH2:21]([O:20][C:18]([C@H:4]1[C@H:3]([CH2:2][F:1])[CH2:7][N:6]([C@@H:8]([C:10]2[CH:15]=[CH:14][CH:13]=[CH:12][CH:11]=2)[CH3:9])[C:5]1=[O:16])=[O:19])[CH3:22]. The catalyst class is: 7. (3) Reactant: [CH3:1][C:2]1[CH:3]=[C:4]2[C:9](=[CH:10][CH:11]=1)[O:8][C:7]([C:12]([OH:14])=[O:13])=[CH:6][C:5]2=O. Product: [CH3:1][C:2]1[CH:3]=[C:4]2[C:9](=[CH:10][CH:11]=1)[O:8][CH:7]([C:12]([OH:14])=[O:13])[CH2:6][CH2:5]2. The catalyst class is: 331. (4) Reactant: C(OC([N:8]1[CH2:13][CH2:12][CH:11]([NH:14][CH2:15][C:16]2[CH:21]=[C:20]([N+:22]([O-:24])=[O:23])[C:19]([CH3:25])=[CH:18][C:17]=2[CH3:26])[CH2:10][CH2:9]1)=O)(C)(C)C.Cl. Product: [CH3:26][C:17]1[CH:18]=[C:19]([CH3:25])[C:20]([N+:22]([O-:24])=[O:23])=[CH:21][C:16]=1[CH2:15][NH:14][CH:11]1[CH2:12][CH2:13][NH:8][CH2:9][CH2:10]1. The catalyst class is: 135. (5) Reactant: [NH:1]1[C:5]2=[N:6][CH:7]=[CH:8][CH:9]=[C:4]2[C:3]([C:10]([O:12][CH3:13])=[O:11])=[N:2]1.[H-].[Na+].[CH3:16][Si:17]([CH3:24])([CH3:23])[CH2:18][CH2:19][O:20][CH2:21]Cl. Product: [CH3:16][Si:17]([CH3:24])([CH3:23])[CH2:18][CH2:19][O:20][CH2:21][N:1]1[C:5]2=[N:6][CH:7]=[CH:8][CH:9]=[C:4]2[C:3]([C:10]([O:12][CH3:13])=[O:11])=[N:2]1. The catalyst class is: 9. (6) Reactant: [Br:1][C:2]1[CH:3]=[C:4]2[CH:10]=[CH:9][NH:8][C:5]2=[N:6][CH:7]=1.[H-].[Na+].[C:13]1([S:19](Cl)(=[O:21])=[O:20])[CH:18]=[CH:17][CH:16]=[CH:15][CH:14]=1.C(OCC)(=O)C. Product: [Br:1][C:2]1[CH:3]=[C:4]2[CH:10]=[CH:9][N:8]([S:19]([C:13]3[CH:18]=[CH:17][CH:16]=[CH:15][CH:14]=3)(=[O:21])=[O:20])[C:5]2=[N:6][CH:7]=1. The catalyst class is: 1.